The task is: Predict which catalyst facilitates the given reaction.. This data is from Catalyst prediction with 721,799 reactions and 888 catalyst types from USPTO. (1) Reactant: [CH2:1]([OH:23])[C@H:2]1[O:7][C@H:6]([O:8][C@:9]2([CH2:18][OH:19])[O:13][C@H:12]([CH2:14][OH:15])[C@@H:11]([OH:16])[C@@H:10]2[OH:17])[C@H:5]([OH:20])[C@@H:4]([OH:21])[C@@H:3]1[OH:22].Cl. Product: [CH2:1]([OH:23])[C@H:2]1[O:7][C@H:6]([O:8][C@@H:9]([C@@H:10]([OH:17])[C@H:11]([OH:16])[C:12]([CH2:14][OH:15])=[O:13])[CH2:18][OH:19])[C@H:5]([OH:20])[C@@H:4]([OH:21])[C@@H:3]1[OH:22]. The catalyst class is: 6. (2) Reactant: Cl(O)(=O)(=O)=O.[Br:6][CH2:7][CH2:8][CH2:9][C:10]1[CH:11]=[C:12]([NH:16][C:17]([CH:19]2[CH2:28][CH2:27][CH2:26][CH2:25][C:20]32OCCO3)=[O:18])[CH:13]=[CH:14][CH:15]=1.C(=O)([O-])O.[Na+]. Product: [Br:6][CH2:7][CH2:8][CH2:9][C:10]1[CH:15]=[CH:14][C:13]2[C:28]3[CH2:27][CH2:26][CH2:25][CH2:20][C:19]=3[C:17](=[O:18])[NH:16][C:12]=2[CH:11]=1. The catalyst class is: 2.